From a dataset of Forward reaction prediction with 1.9M reactions from USPTO patents (1976-2016). Predict the product of the given reaction. (1) Given the reactants [Cl:1][C:2]1[CH:3]=[C:4]([CH2:9][C:10]#[N:11])[CH:5]=[CH:6][C:7]=1[Cl:8].[NH4+].[OH-], predict the reaction product. The product is: [Cl:1][C:2]1[CH:3]=[C:4]([CH2:9][CH2:10][NH2:11])[CH:5]=[CH:6][C:7]=1[Cl:8]. (2) Given the reactants [CH3:1][O:2][CH:3]([O:12][CH3:13])[C:4]1[CH:9]=[C:8]([CH:10]=O)[CH:7]=[CH:6][N:5]=1.[CH:14]1([NH2:17])[CH2:16][CH2:15]1.C(O)(=O)C, predict the reaction product. The product is: [CH3:1][O:2][CH:3]([O:12][CH3:13])[C:4]1[CH:9]=[C:8]([CH2:10][NH:17][CH:14]2[CH2:16][CH2:15]2)[CH:7]=[CH:6][N:5]=1.